From a dataset of Forward reaction prediction with 1.9M reactions from USPTO patents (1976-2016). Predict the product of the given reaction. (1) Given the reactants [Br:1][C:2]1[CH:7]=[CH:6][C:5]([NH:8][CH:9]=[C:10]([C:16](=[O:19])[CH2:17][CH3:18])[C:11]([O:13]CC)=O)=[CH:4][CH:3]=1, predict the reaction product. The product is: [Br:1][C:2]1[CH:3]=[C:4]2[C:5](=[CH:6][CH:7]=1)[N:8]=[CH:9][C:10]([C:16](=[O:19])[CH2:17][CH3:18])=[C:11]2[OH:13]. (2) Given the reactants F[C:2]1[CH:9]=[CH:8][C:5]([C:6]#[N:7])=[CH:4][CH:3]=1.[CH3:10][C:11]([NH2:15])([CH3:14])[CH2:12][NH2:13], predict the reaction product. The product is: [NH2:15][C:11]([CH3:14])([CH3:10])[CH2:12][NH:13][C:2]1[CH:9]=[CH:8][C:5]([C:6]#[N:7])=[CH:4][CH:3]=1.